This data is from Forward reaction prediction with 1.9M reactions from USPTO patents (1976-2016). The task is: Predict the product of the given reaction. (1) Given the reactants [B-](F)(F)(F)F.[B-](F)(F)(F)F.C1[N+]2(CCl)CC[N+]([F:21])(CC2)C1.[O:22]1[CH2:27][CH2:26][CH:25]([C:28]2[CH:33]=[CH:32][C:31]([OH:34])=[CH:30][C:29]=2[OH:35])[CH2:24][CH2:23]1, predict the reaction product. The product is: [F:21][C:32]1[CH:33]=[C:28]([CH:25]2[CH2:24][CH2:23][O:22][CH2:27][CH2:26]2)[C:29]([OH:35])=[CH:30][C:31]=1[OH:34]. (2) Given the reactants C(OC([N:8]1[CH2:13][CH2:12][N:11]([C:14]2[CH:15]=[CH:16][CH:17]=[C:18]3[C:22]=2[N:21]([CH3:23])[C:20]([CH3:24])=[C:19]3[S:25]([C:28]2[CH:33]=[CH:32][CH:31]=[CH:30][CH:29]=2)(=[O:27])=[O:26])[CH2:10][CH2:9]1)=O)(C)(C)C.[ClH:34], predict the reaction product. The product is: [ClH:34].[CH3:23][N:21]1[C:22]2[C:18](=[CH:17][CH:16]=[CH:15][C:14]=2[N:11]2[CH2:10][CH2:9][NH:8][CH2:13][CH2:12]2)[C:19]([S:25]([C:28]2[CH:33]=[CH:32][CH:31]=[CH:30][CH:29]=2)(=[O:26])=[O:27])=[C:20]1[CH3:24].